From a dataset of Full USPTO retrosynthesis dataset with 1.9M reactions from patents (1976-2016). Predict the reactants needed to synthesize the given product. (1) Given the product [CH3:1][C:2]1[C:6]([CH:7]([C:8]2[O:9][C:10]3[CH:16]=[CH:15][C:14]([CH2:17][C:18]([NH:20][CH:21]([C:28]4[CH:33]=[CH:32][C:31]([CH3:34])=[CH:30][C:29]=4[CH3:35])[C:22]4[CH:27]=[CH:26][CH:25]=[CH:24][CH:23]=4)=[O:19])=[CH:13][C:11]=3[CH:12]=2)[O:36][CH2:42][CH2:41][C:40]([O:44][CH3:45])=[O:43])=[C:5]([CH3:37])[O:4][N:3]=1, predict the reactants needed to synthesize it. The reactants are: [CH3:1][C:2]1[C:6]([CH:7]([OH:36])[C:8]2[O:9][C:10]3[CH:16]=[CH:15][C:14]([CH2:17][C:18]([NH:20][CH:21]([C:28]4[CH:33]=[CH:32][C:31]([CH3:34])=[CH:30][C:29]=4[CH3:35])[C:22]4[CH:27]=[CH:26][CH:25]=[CH:24][CH:23]=4)=[O:19])=[CH:13][C:11]=3[CH:12]=2)=[C:5]([CH3:37])[O:4][N:3]=1.[H-].[Na+].[C:40]([O:44][CH3:45])(=[O:43])[CH:41]=[CH2:42]. (2) Given the product [Br:11][C:12]1[CH:17]=[N:16][CH:15]=[C:14]([O:10][C:4]2[CH:5]=[C:6]([O:8][CH3:9])[CH:7]=[C:2]([Cl:1])[CH:3]=2)[CH:13]=1, predict the reactants needed to synthesize it. The reactants are: [Cl:1][C:2]1[CH:3]=[C:4]([OH:10])[CH:5]=[C:6]([O:8][CH3:9])[CH:7]=1.[Br:11][C:12]1[CH:13]=[C:14](B(O)O)[CH:15]=[N:16][CH:17]=1.C(N(CC)CC)C. (3) Given the product [CH3:1][CH2:2][C:3]([N:26]([CH3:28])[CH3:27])([C:20]1[CH:25]=[CH:24][CH:23]=[CH:22][CH:21]=1)[CH2:4][O:5][C:6]([C:8]1[CH:13]=[C:12]([O:14][CH3:15])[C:11]([O:16][CH3:17])=[C:10]([O:18][CH3:19])[CH:9]=1)=[O:7].[C:30]1([CH3:40])[CH:31]=[CH:32][C:33]([S:36]([O-:39])(=[O:37])=[O:38])=[CH:34][CH:35]=1, predict the reactants needed to synthesize it. The reactants are: [CH3:1][CH2:2][C:3]([N:26]([CH3:28])[CH3:27])([C:20]1[CH:21]=[CH:22][CH:23]=[CH:24][CH:25]=1)[CH2:4][O:5][C:6]([C:8]1[CH:9]=[C:10]([O:18][CH3:19])[C:11]([O:16][CH3:17])=[C:12]([O:14][CH3:15])[CH:13]=1)=[O:7].O.[C:30]1([CH3:40])[CH:35]=[CH:34][C:33]([S:36]([OH:39])(=[O:38])=[O:37])=[CH:32][CH:31]=1.CCC(N(C)C)(C1C=CC=CC=1)COC(C1C=C(OC)C(OC)=C(OC)C=1)=O.CC1C=CC(S(O)(=O)=O)=CC=1. (4) Given the product [CH:1]1([CH2:4][O:5][C:6]2[CH:14]=[CH:13][C:9]3[O:10][CH2:11][O:12][C:8]=3[C:7]=2[C:15]2[C:16]3[NH:23][CH:22]=[C:21]([C:24]([N:29]4[CH:28]=[CH:27][N:31]=[CH:30]4)=[O:26])[C:17]=3[N:18]=[CH:19][N:20]=2)[CH2:2][CH2:3]1, predict the reactants needed to synthesize it. The reactants are: [CH:1]1([CH2:4][O:5][C:6]2[CH:14]=[CH:13][C:9]3[O:10][CH2:11][O:12][C:8]=3[C:7]=2[C:15]2[C:16]3[NH:23][CH:22]=[C:21]([C:24]([OH:26])=O)[C:17]=3[N:18]=[CH:19][N:20]=2)[CH2:3][CH2:2]1.[CH:27]1[N:31]=[CH:30][N:29](C([N:29]2[CH:30]=[N:31][CH:27]=[CH:28]2)=O)[CH:28]=1. (5) Given the product [C:1]([O:5][C:6](=[O:15])[NH:7][CH:8]1[CH2:13][CH2:12][CH2:11][C:10](=[O:14])[CH2:9]1)([CH3:4])([CH3:2])[CH3:3], predict the reactants needed to synthesize it. The reactants are: [C:1]([O:5][C:6](=[O:15])[NH:7][CH:8]1[CH2:13][CH2:12][CH2:11][CH:10]([OH:14])[CH2:9]1)([CH3:4])([CH3:3])[CH3:2].CC(OI1(OC(C)=O)(OC(C)=O)OC(=O)C2C=CC=CC1=2)=O. (6) The reactants are: [Cl:1][C:2]1[CH:10]=[CH:9][C:8]2[NH:7][C:6]3[CH2:11][CH2:12][N:13]([CH3:15])[CH2:14][C:5]=3[C:4]=2[CH:3]=1.[OH-].[K+].Br[CH2:19][C:20]([C:22]1[CH:27]=[CH:26][CH:25]=[CH:24][CH:23]=1)=[O:21]. Given the product [Cl:1][C:2]1[CH:10]=[CH:9][C:8]2[N:7]([CH2:19][C:20]([C:22]3[CH:27]=[CH:26][CH:25]=[CH:24][CH:23]=3)=[O:21])[C:6]3[CH2:11][CH2:12][N:13]([CH3:15])[CH2:14][C:5]=3[C:4]=2[CH:3]=1, predict the reactants needed to synthesize it. (7) Given the product [Cl:18][C:19]1[CH:20]=[C:21]([NH:22][C:7](=[O:8])[C:6]2[CH:10]=[C:11]([N+:14]([O-:16])=[O:15])[CH:12]=[N:13][C:5]=2[O:4][CH2:3][CH:2]([F:17])[F:1])[CH:23]=[C:24]([F:26])[CH:25]=1, predict the reactants needed to synthesize it. The reactants are: [F:1][CH:2]([F:17])[CH2:3][O:4][C:5]1[N:13]=[CH:12][C:11]([N+:14]([O-:16])=[O:15])=[CH:10][C:6]=1[C:7](Cl)=[O:8].[Cl:18][C:19]1[CH:20]=[C:21]([CH:23]=[C:24]([F:26])[CH:25]=1)[NH2:22].CSC1C2C(=CC(Br)=CC=2Br)NC=1SC. (8) The reactants are: CC1C=C(C)C=C(C)C=1S([O-])(=O)=O.[NH2:14][N+:15]1[CH:20]=[C:19]([Cl:21])[CH:18]=[C:17]([O:22]COCC[Si](C)(C)C)[C:16]=1[C:31]#[C:32][CH3:33]. Given the product [Cl:21][C:19]1[CH:18]=[C:17]([OH:22])[C:16]2[N:15]([N:14]=[C:32]([CH3:33])[CH:31]=2)[CH:20]=1, predict the reactants needed to synthesize it.